This data is from Forward reaction prediction with 1.9M reactions from USPTO patents (1976-2016). The task is: Predict the product of the given reaction. (1) Given the reactants CC1(C)COB(B2OCC(C)(C)CO2)OC1.C([O-])(=O)C.[K+].Br[C:23]1[CH:28]=[CH:27][C:26]([C:29]2([OH:33])[CH2:32][O:31][CH2:30]2)=[CH:25][CH:24]=1.Br[C:35]1[CH:36]=[C:37]2[C:41](=[CH:42][C:43]=1[Cl:44])[NH:40][CH:39]=[C:38]2[CH:45]=[O:46].C(=O)([O-])[O-].[K+].[K+], predict the reaction product. The product is: [Cl:44][C:43]1[CH:42]=[C:41]2[C:37]([C:38]([CH:45]=[O:46])=[CH:39][NH:40]2)=[CH:36][C:35]=1[C:23]1[CH:28]=[CH:27][C:26]([C:29]2([OH:33])[CH2:32][O:31][CH2:30]2)=[CH:25][CH:24]=1. (2) Given the reactants [H-].[Na+].Cl[C:4]1[C:5]([CH3:14])=[CH:6][C:7]2[N:8]([C:10]([NH2:13])=[N:11][N:12]=2)[N:9]=1.[CH3:15][CH2:16][CH:17]([OH:20])[CH2:18][CH3:19], predict the reaction product. The product is: [CH2:16]([CH:17]([O:20][C:4]1[C:5]([CH3:14])=[CH:6][C:7]2[N:8]([C:10]([NH2:13])=[N:11][N:12]=2)[N:9]=1)[CH2:18][CH3:19])[CH3:15]. (3) Given the reactants [CH3:1][O:2][C:3]1[CH:11]=[C:10]2[C:6]([CH:7]=[CH:8][N:9]2[S:12]([C:15]2[CH:20]=[CH:19][CH:18]=[CH:17][CH:16]=2)(=[O:14])=[O:13])=[CH:5][C:4]=1[OH:21].N(C(N(C)C)=O)=NC(N(C)C)=O.C1(P(C2C=CC=CC=2)C2C=CC=CC=2)C=CC=CC=1.O[CH2:54][CH2:55][NH:56]C(=O)OC(C)(C)C.C(O)(C(F)(F)F)=O, predict the reaction product. The product is: [CH3:1][O:2][C:3]1[CH:11]=[C:10]2[C:6]([CH:7]=[CH:8][N:9]2[S:12]([C:15]2[CH:20]=[CH:19][CH:18]=[CH:17][CH:16]=2)(=[O:14])=[O:13])=[CH:5][C:4]=1[O:21][CH2:54][CH2:55][NH2:56].